This data is from Catalyst prediction with 721,799 reactions and 888 catalyst types from USPTO. The task is: Predict which catalyst facilitates the given reaction. (1) Reactant: [CH3:1][O:2][C:3]([C:5]1[C:13]2[C:8](=[CH:9][CH:10]=[CH:11][CH:12]=2)[NH:7][CH:6]=1)=[O:4].[H-].[Na+].[F:16][C:17]([F:30])([F:29])[O:18][CH2:19][CH2:20]OS(C(F)(F)F)(=O)=O. Product: [CH3:1][O:2][C:3]([C:5]1[C:13]2[C:8](=[CH:9][CH:10]=[CH:11][CH:12]=2)[N:7]([CH2:20][CH2:19][O:18][C:17]([F:30])([F:29])[F:16])[CH:6]=1)=[O:4]. The catalyst class is: 295. (2) Reactant: Cl[CH2:2][C:3]1[O:7][N:6]=[C:5]([CH2:8][CH2:9][C:10]2[N:11]=[C:12]([C:16]3[CH:21]=[CH:20][CH:19]=[CH:18][CH:17]=3)[O:13][C:14]=2[CH3:15])[N:4]=1.[OH:22][C:23]1[CH:24]=[C:25]([CH2:29][C:30]([O:32][CH3:33])=[O:31])[CH:26]=[CH:27][CH:28]=1.CN(C)C=O.[H-].[Na+]. Product: [CH3:15][C:14]1[O:13][C:12]([C:16]2[CH:21]=[CH:20][CH:19]=[CH:18][CH:17]=2)=[N:11][C:10]=1[CH2:9][CH2:8][C:5]1[N:4]=[C:3]([CH2:2][O:22][C:23]2[CH:24]=[C:25]([CH2:29][C:30]([O:32][CH3:33])=[O:31])[CH:26]=[CH:27][CH:28]=2)[O:7][N:6]=1. The catalyst class is: 6. (3) Reactant: [Si]([O:8][CH2:9][C:10]1[N:11]=[C:12]2[CH:17]=[CH:16][C:15]([C:18]3[C:27]([CH2:28][CH3:29])=[CH:26][C:21]([C:22]([O:24][CH3:25])=[O:23])=[C:20]([O:30][CH3:31])[N:19]=3)=[CH:14][N:13]2[CH:32]=1)(C(C)(C)C)(C)C.Cl. Product: [CH2:28]([C:27]1[C:18]([C:15]2[CH:16]=[CH:17][C:12]3[N:13]([CH:32]=[C:10]([CH2:9][OH:8])[N:11]=3)[CH:14]=2)=[N:19][C:20]([O:30][CH3:31])=[C:21]([CH:26]=1)[C:22]([O:24][CH3:25])=[O:23])[CH3:29]. The catalyst class is: 5. (4) Reactant: [N:1]1[CH:6]=[CH:5][CH:4]=[CH:3][C:2]=1[N:7]([CH2:30][CH2:31]C(OC)=O)[C:8]([C:10]1[N:15]=[C:14]2[N:16]=[C:17]([CH2:20][O:21][C:22]3[CH:27]=[CH:26][C:25]([C:28]#[N:29])=[CH:24][CH:23]=3)[N:18]([CH3:19])[C:13]2=[CH:12][CH:11]=1)=[O:9].Cl.[C:37](=[O:40])([O-])[O-:38].[NH4+:41].[NH4+].[CH2:43](O)[CH3:44]. The catalyst class is: 8. Product: [N:1]1[CH:6]=[CH:5][CH:4]=[CH:3][C:2]=1[N:7]([CH2:30][CH2:31][C:37]([O:38][CH2:43][CH3:44])=[O:40])[C:8]([C:10]1[N:15]=[C:14]2[N:16]=[C:17]([CH2:20][O:21][C:22]3[CH:23]=[CH:24][C:25]([C:28](=[NH:29])[NH2:41])=[CH:26][CH:27]=3)[N:18]([CH3:19])[C:13]2=[CH:12][CH:11]=1)=[O:9]. (5) Reactant: Cl.[O:2]1[CH2:6][CH2:5][CH:4]([CH2:7][NH2:8])[CH2:3]1.C(N(CC)CC)C.[CH2:16]([N:20]1[N:24]=[C:23]([C:25](O)=[O:26])[CH:22]=[N:21]1)[CH2:17][CH2:18][CH3:19].ON1C2C=CC=CC=2N=N1.Cl.C(N=C=NCCCN(C)C)C.Cl. Product: [O:2]1[CH2:6][CH2:5][CH:4]([CH2:7][NH:8][C:25]([C:23]2[CH:22]=[N:21][N:20]([CH2:16][CH2:17][CH2:18][CH3:19])[N:24]=2)=[O:26])[CH2:3]1. The catalyst class is: 22. (6) Reactant: [C:1]([C:4]1[CH:5]=[C:6]([N:10]([CH2:15][CH3:16])[S:11]([CH3:14])(=[O:13])=[O:12])[CH:7]=[CH:8][CH:9]=1)(=[O:3])[CH3:2].CO[CH:19](OC)[N:20]([CH3:22])[CH3:21]. Product: [CH3:19][N:20]([CH3:22])[CH:21]=[CH:2][C:1]([C:4]1[CH:5]=[C:6]([N:10]([CH2:15][CH3:16])[S:11]([CH3:14])(=[O:12])=[O:13])[CH:7]=[CH:8][CH:9]=1)=[O:3]. The catalyst class is: 370.